Dataset: Forward reaction prediction with 1.9M reactions from USPTO patents (1976-2016). Task: Predict the product of the given reaction. (1) Given the reactants [C:1]([C:3]1[S:7][C:6]([C:8]([OH:10])=O)=[CH:5][CH:4]=1)#[CH:2].CN(C(ON1N=NC2C=CC=NC1=2)=[N+](C)C)C.F[P-](F)(F)(F)(F)F.[NH2:35][CH2:36][C:37]1[N:38]=[CH:39][N:40]([C:42]2[CH:47]=[CH:46][C:45]([N:48]3[CH:53]=[CH:52][CH:51]=[CH:50][C:49]3=[O:54])=[CH:44][CH:43]=2)[CH:41]=1, predict the reaction product. The product is: [C:1]([C:3]1[S:7][C:6]([C:8]([NH:35][CH2:36][C:37]2[N:38]=[CH:39][N:40]([C:42]3[CH:43]=[CH:44][C:45]([N:48]4[CH:53]=[CH:52][CH:51]=[CH:50][C:49]4=[O:54])=[CH:46][CH:47]=3)[CH:41]=2)=[O:10])=[CH:5][CH:4]=1)#[CH:2]. (2) Given the reactants [CH3:1][N:2]1[C:6]([NH2:7])=[N:5][N:4]=[N:3]1.[H-].[Na+].[F:10][C:11]([F:48])([F:47])[O:12][C:13]1[CH:18]=[CH:17][C:16]([C:19]2[CH:24]=[CH:23][CH:22]=[C:21]([C@H:25]3[CH2:29][C:28]4([CH2:34][CH2:33][N:32]([C:35](OC5C=CC([N+]([O-])=O)=CC=5)=[O:36])[CH2:31][CH2:30]4)[O:27][CH2:26]3)[CH:20]=2)=[CH:15][CH:14]=1.CN1C(N)=NN=N1.[Na], predict the reaction product. The product is: [CH3:1][N:2]1[C:6]([NH:7][C:35]([N:32]2[CH2:31][CH2:30][C:28]3([O:27][CH2:26][C@@H:25]([C:21]4[CH:20]=[C:19]([C:16]5[CH:17]=[CH:18][C:13]([O:12][C:11]([F:10])([F:47])[F:48])=[CH:14][CH:15]=5)[CH:24]=[CH:23][CH:22]=4)[CH2:29]3)[CH2:34][CH2:33]2)=[O:36])=[N:5][N:4]=[N:3]1. (3) Given the reactants [CH3:1][C:2]([CH3:22])([CH3:21])[C@@H:3]([N:5]([CH2:10][CH2:11][C:12]([C:14]1[CH:19]=[CH:18][C:17]([F:20])=[CH:16][CH:15]=1)=[O:13])[C:6](=[O:9])[O:7][CH3:8])[CH3:4].[Br-].[CH2:24]1[CH2:28]OC[CH2:25]1, predict the reaction product. The product is: [CH3:22][C:2]([CH3:21])([CH3:1])[C@@H:3]([N:5]([CH2:10][CH2:11][C:12]([C:14]1[CH:19]=[CH:18][C:17]([F:20])=[CH:16][CH:15]=1)([OH:13])[CH2:28][CH:24]=[CH2:25])[C:6](=[O:9])[O:7][CH3:8])[CH3:4]. (4) Given the reactants ClC1C=C(Cl)C=CC=1[C@@]1(CN2C=CN=C2)O[C@H](COC2C=CC(N3CCN(C(NCC)=O)CC3)=CC=2)CO1.[Cl:39][C:40]1[CH:45]=[C:44]([Cl:46])[CH:43]=[CH:42][C:41]=1[C@:47]1([CH2:66][N:67]2[CH:71]=[CH:70][N:69]=[CH:68]2)[O:51][C@@H:50]([CH2:52][O:53][C:54]2[CH:59]=[CH:58][C:57]([N:60]3[CH2:65][CH2:64][NH:63][CH2:62][CH2:61]3)=[CH:56][CH:55]=2)[CH2:49][O:48]1.ClC1C=C(Cl)C=CC=1[C@@]1(CN2C=CN=C2)O[C@H](COC2C=CC(N3CCNCC3)=CC=2)CO1.[N:105]([CH2:108][C:109]([O:111][CH2:112][CH3:113])=[O:110])=[C:106]=[O:107].C(N=C=O)C, predict the reaction product. The product is: [Cl:39][C:40]1[CH:45]=[C:44]([Cl:46])[CH:43]=[CH:42][C:41]=1[C@:47]1([CH2:66][N:67]2[CH:71]=[CH:70][N:69]=[CH:68]2)[O:51][C@@H:50]([CH2:52][O:53][C:54]2[CH:55]=[CH:56][C:57]([N:60]3[CH2:61][CH2:62][N:63]([C:106]([NH:105][CH2:108][C:109]([O:111][CH2:112][CH3:113])=[O:110])=[O:107])[CH2:64][CH2:65]3)=[CH:58][CH:59]=2)[CH2:49][O:48]1. (5) Given the reactants [Br:1][C:2]1[CH:10]=[C:9]2[C:5]([CH:6]=[CH:7][N:8]2[S:11]([C:14]2[CH:19]=[CH:18][C:17]([O:20][CH3:21])=[C:16]([N:22]3[CH2:27][CH2:26][NH:25][CH2:24][CH2:23]3)[CH:15]=2)(=[O:13])=[O:12])=[CH:4][CH:3]=1.[C:28]([BH3-])#N.[Na+].C=O, predict the reaction product. The product is: [Br:1][C:2]1[CH:10]=[C:9]2[C:5]([CH:6]=[CH:7][N:8]2[S:11]([C:14]2[CH:19]=[CH:18][C:17]([O:20][CH3:21])=[C:16]([N:22]3[CH2:23][CH2:24][N:25]([CH3:28])[CH2:26][CH2:27]3)[CH:15]=2)(=[O:13])=[O:12])=[CH:4][CH:3]=1.